Dataset: Full USPTO retrosynthesis dataset with 1.9M reactions from patents (1976-2016). Task: Predict the reactants needed to synthesize the given product. (1) Given the product [Cl:10][C:11]1[CH:12]=[C:13]2[C:21](=[CH:22][CH:23]=1)[NH:20][C:19]1[CH:18]([NH:24][C:7]([C:6]3[N:2]([CH3:1])[N:3]=[CH:4][CH:5]=3)=[O:9])[CH2:17][CH2:16][CH2:15][C:14]2=1, predict the reactants needed to synthesize it. The reactants are: [CH3:1][N:2]1[C:6]([C:7]([OH:9])=O)=[CH:5][CH:4]=[N:3]1.[Cl:10][C:11]1[CH:12]=[C:13]2[C:21](=[CH:22][CH:23]=1)[NH:20][C:19]1[CH:18]([NH2:24])[CH2:17][CH2:16][CH2:15][C:14]2=1. (2) Given the product [CH3:34][S:35]([O:1][C:2]1[C:11]2[N:10]=[C:9]([NH:12][C:13]([C:14]3[CH:15]=[N:16][CH:17]=[CH:18][CH:19]=3)=[O:20])[N:8]3[CH2:21][CH2:22][N:23]=[C:7]3[C:6]=2[CH:5]=[CH:4][C:3]=1[O:24][CH2:25][CH2:26][CH2:27][N:28]1[CH2:29][CH2:30][O:31][CH2:32][CH2:33]1)(=[O:37])=[O:36], predict the reactants needed to synthesize it. The reactants are: [OH:1][C:2]1[C:11]2[N:10]=[C:9]([NH:12][C:13](=[O:20])[C:14]3[CH:19]=[CH:18][CH:17]=[N:16][CH:15]=3)[N:8]3[CH2:21][CH2:22][N:23]=[C:7]3[C:6]=2[CH:5]=[CH:4][C:3]=1[O:24][CH2:25][CH2:26][CH2:27][N:28]1[CH2:33][CH2:32][O:31][CH2:30][CH2:29]1.[CH3:34][S:35](Cl)(=[O:37])=[O:36]. (3) Given the product [ClH:36].[O:27]=[C:19]1[CH:18]([CH2:28][C:29]([O:31][CH2:32][CH3:33])=[O:30])[CH2:17][C:16]2[CH:34]=[CH:35][C:13]([O:12][CH2:11][CH2:10][C:2]3[N:1]=[C:5]4[NH:6][CH2:7][CH2:8][CH2:9][N:4]4[CH:3]=3)=[CH:14][C:15]=2[CH2:21][N:20]1[CH2:22][C:23]([F:26])([F:25])[F:24], predict the reactants needed to synthesize it. The reactants are: [N:1]1[C:2]([CH2:10][CH2:11][O:12][C:13]2[CH:35]=[CH:34][C:16]3[CH2:17][CH:18]([CH2:28][C:29]([O:31][CH2:32][CH3:33])=[O:30])[C:19](=[O:27])[N:20]([CH2:22][C:23]([F:26])([F:25])[F:24])[CH2:21][C:15]=3[CH:14]=2)=[CH:3][N:4]2[CH:9]=[CH:8][CH:7]=[N:6][C:5]=12.[ClH:36].C(O)C. (4) Given the product [Cl:1][C:2]1[CH:11]=[CH:10][C:9]2[N:8]=[C:7]([N:12]3[CH2:17][CH2:16][N:15]([CH3:18])[CH2:14][CH2:13]3)[C:6]3[N:19]=[N:25][NH:20][C:5]=3[C:4]=2[CH:3]=1, predict the reactants needed to synthesize it. The reactants are: [Cl:1][C:2]1[CH:3]=[C:4]2[C:9](=[CH:10][CH:11]=1)[N:8]=[C:7]([N:12]1[CH2:17][CH2:16][N:15]([CH3:18])[CH2:14][CH2:13]1)[C:6]([NH2:19])=[C:5]2[NH2:20].CC(O)=O.[N:25]([O-])=O.[Na+].C([O-])([O-])=O.[Na+].[Na+]. (5) Given the product [N+:1]([C:4]1[CH:9]=[CH:8][C:7]([C:10]2[CH:11]=[CH:12][N:13]([CH2:20][CH2:21][NH2:22])[N:14]=2)=[CH:6][C:5]=1[C:15]([F:18])([F:17])[F:16])([O-:3])=[O:2], predict the reactants needed to synthesize it. The reactants are: [N+:1]([C:4]1[CH:9]=[CH:8][C:7]([C:10]2[NH:14][N:13]=[CH:12][CH:11]=2)=[CH:6][C:5]=1[C:15]([F:18])([F:17])[F:16])([O-:3])=[O:2].O[CH2:20][CH2:21][NH:22]C(=O)OC(C)(C)C. (6) Given the product [C:106]([CH2:105][N:95]1[CH2:96][CH2:97][N:98]([CH2:101][C:102]([O-:104])=[O:103])[CH2:99][CH2:100][N:89]([CH2:88][C:85]([O-:87])=[O:86])[CH2:90][CH2:91][N:92]([CH:109]([CH3:170])[C:110]([NH:112][CH2:113][C:114]([NH:116][C@H:117]([C:152]([NH:154][CH2:155][CH2:156][CH2:157][C:158]2[CH:159]=[CH:160][C:161]([C:164]#[C:165][C:2]3[CH:7]=[N:6][CH:5]=[C:4]([C@@H:8]([NH:13][C:14]([C@@H:16]4[CH2:21][CH2:20][CH2:19][N:18]([C:22](=[O:31])[CH2:23][CH2:24][CH:25]5[CH2:30][CH2:29][NH:28][CH2:27][CH2:26]5)[CH2:17]4)=[O:15])[CH2:9][C:10]([OH:12])=[O:11])[CH:3]=3)=[CH:162][CH:163]=2)=[O:153])[CH2:118][NH:119][C:120](=[O:151])[CH2:121][NH:122][C:123](=[O:150])[CH:124]([N:126]2[CH2:127][CH2:128][N:129]([CH2:146][C:147]([O-:149])=[O:148])[CH2:130][CH2:131][N:132]([CH2:142][C:143]([O-:145])=[O:144])[CH2:133][CH2:134][N:135]([CH2:138][C:139]([O-:141])=[O:140])[CH2:136][CH2:137]2)[CH3:125])=[O:115])=[O:111])[CH2:93][CH2:94]1)([O-:108])=[O:107].[Gd+3:171].[Gd+3:171], predict the reactants needed to synthesize it. The reactants are: Br[C:2]1[CH:3]=[C:4]([C@@H:8]([NH:13][C:14]([C@@H:16]2[CH2:21][CH2:20][CH2:19][N:18]([C:22](=[O:31])[CH2:23][CH2:24][CH:25]3[CH2:30][CH2:29][NH:28][CH2:27][CH2:26]3)[CH2:17]2)=[O:15])[CH2:9][C:10]([OH:12])=[O:11])[CH:5]=[N:6][CH:7]=1.C(N(CC)CC)C.[F-].C[N+](C)(C)C.P(C1C=C(S([O-])(=O)=O)C(C)=CC=1C)(C1C=C(S([O-])(=O)=O)C(C)=CC=1C)C1C=C(S([O-])(=O)=O)C(C)=CC=1C.[Na+].[Na+].[Na+].[C:85]([CH2:88][N:89]1[CH2:100][CH2:99][N:98]([CH2:101][C:102]([O-:104])=[O:103])[CH2:97][CH2:96][N:95]([CH2:105][C:106]([O-:108])=[O:107])[CH2:94][CH2:93][N:92]([CH:109]([CH3:170])[C:110]([NH:112][CH2:113][C:114]([NH:116][C@H:117]([C:152]([NH:154][CH2:155][CH2:156][CH2:157][C:158]2[CH:163]=[CH:162][C:161]([C:164]#[C:165][Si](C)(C)C)=[CH:160][CH:159]=2)=[O:153])[CH2:118][NH:119][C:120](=[O:151])[CH2:121][NH:122][C:123](=[O:150])[CH:124]([N:126]2[CH2:137][CH2:136][N:135]([CH2:138][C:139]([O-:141])=[O:140])[CH2:134][CH2:133][N:132]([CH2:142][C:143]([O-:145])=[O:144])[CH2:131][CH2:130][N:129]([CH2:146][C:147]([O-:149])=[O:148])[CH2:128][CH2:127]2)[CH3:125])=[O:115])=[O:111])[CH2:91][CH2:90]1)([O-:87])=[O:86].[Gd+3:171].[Gd+3]. (7) Given the product [CH:15]1([S:20][CH:4]([C:5]2[CH:10]=[CH:9][C:8]([F:11])=[C:7]([F:12])[CH:6]=2)[C:3]([OH:2])=[O:14])[CH2:19][CH2:18][CH2:17][CH2:16]1.[CH:15]1([S:20][CH:4]([C:5]2[CH:10]=[CH:9][C:8]([F:11])=[C:7]([F:12])[CH:6]=2)[C:3]([NH:21][C:22]2[S:23][CH:24]=[CH:25][N:26]=2)=[O:14])[CH2:19][CH2:18][CH2:17][CH2:16]1, predict the reactants needed to synthesize it. The reactants are: C[O:2][C:3](=[O:14])[CH:4](Br)[C:5]1[CH:10]=[CH:9][C:8]([F:11])=[C:7]([F:12])[CH:6]=1.[CH:15]1([SH:20])[CH2:19][CH2:18][CH2:17][CH2:16]1.[NH2:21][C:22]1[S:23][CH:24]=[CH:25][N:26]=1.